From a dataset of Aqueous solubility values for 9,982 compounds from the AqSolDB database. Regression/Classification. Given a drug SMILES string, predict its absorption, distribution, metabolism, or excretion properties. Task type varies by dataset: regression for continuous measurements (e.g., permeability, clearance, half-life) or binary classification for categorical outcomes (e.g., BBB penetration, CYP inhibition). For this dataset (solubility_aqsoldb), we predict Y. The Y is -8.51 log mol/L. The molecule is Cc1c(O)cc2c(c1C)OC(C)(CCCC(C)CCCC(C)CCCC(C)C)CC2.